The task is: Predict the reactants needed to synthesize the given product.. This data is from Full USPTO retrosynthesis dataset with 1.9M reactions from patents (1976-2016). (1) Given the product [OH:17][C:16]1[N:8]=[C:4]2[NH:3][C:2]([CH3:9])([CH3:1])[CH2:7][CH2:6][N:5]2[C:12](=[O:13])[C:11]=1[F:10], predict the reactants needed to synthesize it. The reactants are: [CH3:1][C:2]1([CH3:9])[CH2:7][CH2:6][NH:5][C:4]([NH2:8])=[N:3]1.[F:10][CH:11]([C:16](OC)=[O:17])[C:12](OC)=[O:13].C[O-].[Na+].Cl. (2) Given the product [CH2:12]([O:36][C:35](=[O:14])/[CH:34]=[C:33](/[C:30]1[CH:29]=[CH:28][C:27]([Br:26])=[CH:32][CH:31]=1)\[C:37]1[CH:38]=[CH:39][CH:40]=[CH:41][CH:42]=1)[CH3:13], predict the reactants needed to synthesize it. The reactants are: C(P(CC[CH2:12][CH3:13])CCCC)CCC.[OH:14]C1C=CC(CC(OC)=O)=CC=1.[Br:26][C:27]1[CH:32]=[CH:31][C:30](/[C:33](/[C:37]2[CH:42]=[CH:41][CH:40]=[CH:39][CH:38]=2)=[CH:34]/[CH2:35][OH:36])=[CH:29][CH:28]=1. (3) Given the product [F:32][CH:2]([F:1])[C:3]1[N:7]([C:8]2[CH:13]=[C:12]([N:14]3[CH2:15][CH2:16][O:17][CH2:18][CH2:19]3)[N:11]=[C:10]([NH:20][C@H:21]3[CH2:22][CH2:23][C@H:24]([N:27]4[CH2:41][CH2:42][CH2:43][C:44]4=[O:45])[CH2:25][CH2:26]3)[N:9]=2)[C:6]2[CH:28]=[CH:29][CH:30]=[CH:31][C:5]=2[N:4]=1, predict the reactants needed to synthesize it. The reactants are: [F:1][CH:2]([F:32])[C:3]1[N:7]([C:8]2[CH:13]=[C:12]([N:14]3[CH2:19][CH2:18][O:17][CH2:16][CH2:15]3)[N:11]=[C:10]([NH:20][C@H:21]3[CH2:26][CH2:25][C@H:24]([NH2:27])[CH2:23][CH2:22]3)[N:9]=2)[C:6]2[CH:28]=[CH:29][CH:30]=[CH:31][C:5]=2[N:4]=1.C(N(CC)CC)C.Cl[CH2:41][CH2:42][CH2:43][C:44](Cl)=[O:45]. (4) Given the product [NH2:24][CH2:23][C@@H:18]([C:13]1[CH:14]=[CH:15][C:16]([Cl:17])=[C:11]([NH:10][C:1]([C:2]2[CH:7]=[CH:6][CH:5]=[CH:4][CH:3]=2)=[O:8])[CH:12]=1)[CH2:19][C:20]([OH:22])=[O:21], predict the reactants needed to synthesize it. The reactants are: [C:1](Cl)(=[O:8])[C:2]1[CH:7]=[CH:6][CH:5]=[CH:4][CH:3]=1.[NH2:10][C:11]1[CH:12]=[C:13]([C@H:18]([CH2:23][NH:24]C(=O)C(F)(F)F)[CH2:19][C:20]([O-:22])=[O:21])[CH:14]=[CH:15][C:16]=1[Cl:17].C(N(C(C)C)CC)(C)C. (5) Given the product [F:1][C:2]1[C:10]([O:11][CH2:12][CH2:13][O:14][CH3:15])=[C:9]2[C:5]([CH:6]=[C:7]([C:16]3[S:17][CH:18]([CH2:21][C:22]([OH:24])=[O:23])[CH2:19][N:20]=3)[NH:8]2)=[CH:4][C:3]=1[O:27][C:28]1[CH:29]=[N:30][C:31]([S:34]([CH3:37])(=[O:35])=[O:36])=[CH:32][CH:33]=1, predict the reactants needed to synthesize it. The reactants are: [F:1][C:2]1[C:10]([O:11][CH2:12][CH2:13][O:14][CH3:15])=[C:9]2[C:5]([CH:6]=[C:7]([C:16]3[S:17][CH:18]([CH2:21][C:22]([O:24]CC)=[O:23])[CH2:19][N:20]=3)[NH:8]2)=[CH:4][C:3]=1[O:27][C:28]1[CH:29]=[N:30][C:31]([S:34]([CH3:37])(=[O:36])=[O:35])=[CH:32][CH:33]=1.O1CCCC1.CO.[OH-].[K+]. (6) Given the product [CH2:16]([C:14]1[S:15][C:9]2[N:8]([CH2:32][C:31]3[C:26]([F:25])=[CH:27][C:28]([C:35]4[C:36]([C:41]#[N:42])=[CH:37][CH:38]=[CH:39][CH:40]=4)=[CH:29][C:30]=3[F:34])[C:7](=[O:18])[NH:6][C:11](=[O:12])[C:10]=2[CH:13]=1)[CH3:17], predict the reactants needed to synthesize it. The reactants are: COC1C=C(OC)C=CC=1C[N:6]1[C:11](=[O:12])[C:10]2[CH:13]=[C:14]([CH2:16][CH3:17])[S:15][C:9]=2[NH:8][C:7]1=[O:18].[F:25][C:26]1[CH:27]=[C:28]([C:35]2[C:36]([C:41]#[N:42])=[CH:37][CH:38]=[CH:39][CH:40]=2)[CH:29]=[C:30]([F:34])[C:31]=1[CH2:32]O.N(C(N1CCCCC1)=O)=NC(N1CCCCC1)=O.C(P(CCCC)CCCC)CCC.